Dataset: Reaction yield outcomes from USPTO patents with 853,638 reactions. Task: Predict the reaction yield, written as a fraction of the theoretical maximum amount of product (1.0 means a 100% yield; for example, 0.34 means a 34% yield). (1) The reactants are [O:1]([C:8]1[N:13]=[C:12]([C:14](Cl)=[O:15])[CH:11]=[CH:10][N:9]=1)[C:2]1[CH:7]=[CH:6][CH:5]=[CH:4][CH:3]=1.[F:17][C:18]1[CH:23]=[CH:22][C:21]([CH2:24][C:25]([N:27]2[CH2:31][CH:30]([N:32]3[CH2:37][CH2:36][O:35][CH2:34][CH2:33]3)[CH2:29][NH:28]2)=[O:26])=[CH:20][CH:19]=1.[OH-].[Na+]. The yield is 0.230. The catalyst is C(Cl)Cl.O.C(Cl)Cl. The product is [F:17][C:18]1[CH:23]=[CH:22][C:21]([CH2:24][C:25]([N:27]2[CH2:31][CH:30]([N:32]3[CH2:37][CH2:36][O:35][CH2:34][CH2:33]3)[CH2:29][N:28]2[C:14]([C:12]2[CH:11]=[CH:10][N:9]=[C:8]([O:1][C:2]3[CH:7]=[CH:6][CH:5]=[CH:4][CH:3]=3)[N:13]=2)=[O:15])=[O:26])=[CH:20][CH:19]=1. (2) The reactants are Cl[C:2]1[C:11]2[C:6](=[CH:7][C:8]([O:17][CH2:18][CH2:19][O:20][CH3:21])=[C:9]([O:12][CH2:13][CH2:14][O:15][CH3:16])[CH:10]=2)[N:5]=[CH:4][N:3]=1.[NH2:22][C:23]1[CH:30]=[C:29]([OH:31])[CH:28]=[CH:27][C:24]=1[CH2:25]O. No catalyst specified. The product is [OH:31][C:29]1[CH:30]=[C:23]2[C:24]([CH2:25][N:3]3[CH:4]=[N:5][C:6]4[C:11](=[CH:10][C:9]([O:12][CH2:13][CH2:14][O:15][CH3:16])=[C:8]([O:17][CH2:18][CH2:19][O:20][CH3:21])[CH:7]=4)[C:2]3=[N:22]2)=[CH:27][CH:28]=1. The yield is 0.511. (3) The reactants are [Cl:1][C:2]1[CH:3]=[C:4]([C:9]2[O:13][N:12]=[CH:11][C:10]=2[C:14](OCC)=[O:15])[CH:5]=[C:6]([Cl:8])[CH:7]=1.[H-].C([Al+]CC(C)C)C(C)C.Cl. The catalyst is O1CCCC1. The product is [Cl:8][C:6]1[CH:5]=[C:4]([C:9]2[O:13][N:12]=[CH:11][C:10]=2[CH2:14][OH:15])[CH:3]=[C:2]([Cl:1])[CH:7]=1. The yield is 0.940. (4) The reactants are [O:1]1[CH2:4][CH:3]([OH:5])[CH2:2]1.[Br:6][C:7]1[CH:12]=[CH:11][C:10](O)=[CH:9][CH:8]=1.C1(P(C2C=CC=CC=2)C2C=CC=CC=2)C=CC=CC=1.CC(OC(/N=N/C(OC(C)C)=O)=O)C. The catalyst is C1COCC1.C(OCC)(=O)C. The product is [Br:6][C:7]1[CH:12]=[CH:11][C:10]([O:5][CH:3]2[CH2:4][O:1][CH2:2]2)=[CH:9][CH:8]=1. The yield is 0.530. (5) The reactants are [CH3:1][C:2]1[CH:7]=[CH:6][N:5]=[CH:4][C:3]=1[N:8]1[CH2:12][CH2:11][NH:10][C:9]1=[O:13].Br[C:15]1[CH:16]=[C:17]([NH:21][C:22](=[O:24])[CH3:23])[CH:18]=[CH:19][CH:20]=1.N[C@@H]1CCCC[C@H]1N.P([O-])([O-])([O-])=O.[K+].[K+].[K+]. The catalyst is [Cu](I)I.O1CCOCC1. The product is [CH3:1][C:2]1[CH:7]=[CH:6][N:5]=[CH:4][C:3]=1[N:8]1[CH2:12][CH2:11][N:10]([C:15]2[CH:16]=[C:17]([NH:21][C:22](=[O:24])[CH3:23])[CH:18]=[CH:19][CH:20]=2)[C:9]1=[O:13]. The yield is 0.230.